Dataset: M1 muscarinic receptor antagonist screen with 61,756 compounds. Task: Binary Classification. Given a drug SMILES string, predict its activity (active/inactive) in a high-throughput screening assay against a specified biological target. (1) The molecule is O1CCN(CCNCc2c3c(ccc2OCC)cccc3)CC1. The result is 0 (inactive). (2) The result is 0 (inactive). The molecule is S(CC(=O)NCCCn1ccnc1)c1nc(cc(n1)C(F)(F)F)c1sccc1. (3) The result is 0 (inactive). The molecule is S1C(N)=C(C(c2ccc(cc2)C(F)(F)F)C(=C1N)C#N)C#N. (4) The drug is S(C=1NC2=C(C(C1C#N)c1occc1)C(=O)CCC2)CC(=O)Nc1ccc(CC)cc1. The result is 0 (inactive). (5) The compound is s1c(C(=O)C=2C(N(CCN3CCOCC3)C(=O)C2O)c2ncccc2)ccc1. The result is 0 (inactive). (6) The result is 0 (inactive). The drug is S(CC(=O)N1CCCc2c1cccc2)c1n(CC)c(nn1)c1occc1. (7) The compound is s1c(nnc1N)CCC1CCCCC1. The result is 0 (inactive). (8) The molecule is Clc1ccc(c2n(CC(=O)N3CCN(CC3)c3c(F)cccc3)c(on2)=O)cc1. The result is 0 (inactive). (9) The compound is Clc1cc(N2CCN(CC2)CCCNC(=O)CC2Oc3c(NC2=O)cc(cc3)C)c(cc1)C. The result is 1 (active).